This data is from Peptide-MHC class II binding affinity with 134,281 pairs from IEDB. The task is: Regression. Given a peptide amino acid sequence and an MHC pseudo amino acid sequence, predict their binding affinity value. This is MHC class II binding data. (1) The peptide sequence is NRNNTFKPFAEYKSDYVYQPFPK. The MHC is HLA-DQA10301-DQB10302 with pseudo-sequence HLA-DQA10301-DQB10302. The binding affinity (normalized) is 0.156. (2) The peptide sequence is GELQIVDKIKAAFKI. The MHC is DRB1_1302 with pseudo-sequence DRB1_1302. The binding affinity (normalized) is 0.558. (3) The peptide sequence is RIFGRRSIPVNEALA. The MHC is HLA-DQA10201-DQB10303 with pseudo-sequence HLA-DQA10201-DQB10303. The binding affinity (normalized) is 0.677. (4) The peptide sequence is GSCWAFSGVAATESA. The MHC is DRB1_0301 with pseudo-sequence DRB1_0301. The binding affinity (normalized) is 0.0232.